This data is from Experimentally validated miRNA-target interactions with 360,000+ pairs, plus equal number of negative samples. The task is: Binary Classification. Given a miRNA mature sequence and a target amino acid sequence, predict their likelihood of interaction. (1) The miRNA is mmu-miR-3961 with sequence UGCCCUCAGCUCAGUUGGA. The protein sequence of the target gene is MASTVSPSTIAETPEPPPLSDHIRNAADISVIVIYFLVVMAVGLWAMLKTNRGTIGGFFLAGRDMAWWPMGASLFASNIGSNHYVGLAGTGAASGVATVTFEWTSSVMLLILGWIFVPIYIKSGVMTMPEYLKKRFGGERLQVYLSILSLFICVVLLISADIFAGAIFIKLALGLDLYLAIFILLAMTAVYTTTGGLASVIYTDTLQTIIMLIGSFILMGFAFNEVGGYESFTEKYVNATPSVVEGDNLTISASCYTPRADSFHIFRDAVTGDIPWPGIIFGMPITALWYWCTNQVIVQR.... Result: 0 (no interaction). (2) The miRNA is hsa-miR-5588-5p with sequence ACUGGCAUUAGUGGGACUUUU. The protein sequence of the target gene is MELTSRERGRGQPLPWELRLGLLLSVLAATLAQAPAPDVPGCSRGSCYPATGDLLVGRADRLTASSTCGLNGPQPYCIVSHLQDEKKCFLCDSRRPFSARDNPHSHRIQNVVTSFAPQRRAAWWQSENGIPAVTIQLDLEAEFHFTHLIMTFKTFRPAAMLVERSADFGRTWHVYRYFSYDCGADFPGVPLAPPRHWDDVVCESRYSEIEPSTEGEVIYRVLDPAIPIPDPYSSRIQNLLKITNLRVNLTRLHTLGDNLLDPRREIREKYYYALYELVVRGNCFCYGHASECAPAPGAPA.... Result: 0 (no interaction). (3) The miRNA is hsa-miR-588 with sequence UUGGCCACAAUGGGUUAGAAC. The protein sequence of the target gene is MLQQLLITLPTEASTWVKLRHPKAATERVALWEDVTKMFKAEALLSQDADETQGESLESRVTLGSLTAESQELLTFKDVSVDFTQEEWGQLAPAHRNLYREVMLENYGNLVSVGCQLSKPGVISQLEKGEEPWLMERDISGVPSSDLKSKTKTKESALQNDISWEELHCGLMMERFTKGSSMYSTLGRISKCNKLESQQENQRMGKGQIPLMCKKTFTQERGQESNRFEKRINVKSEVMPGPIGLPRKRDRKYDTPGKRSRYNIDLVNHSRSYTKMKTFECNICEKIFKQLIHLTEHMRI.... Result: 1 (interaction).